From a dataset of Peptide-MHC class I binding affinity with 185,985 pairs from IEDB/IMGT. Regression. Given a peptide amino acid sequence and an MHC pseudo amino acid sequence, predict their binding affinity value. This is MHC class I binding data. The peptide sequence is LLLIALWNL. The MHC is HLA-A30:02 with pseudo-sequence HLA-A30:02. The binding affinity (normalized) is 0.